From a dataset of HIV replication inhibition screening data with 41,000+ compounds from the AIDS Antiviral Screen. Binary Classification. Given a drug SMILES string, predict its activity (active/inactive) in a high-throughput screening assay against a specified biological target. The molecule is CCc1cccc(C(C)C)c1NC(=O)C(=O)CC(=O)c1[c-](C)[n+](=O)c2ccccc2[n+]1[O-]. The result is 0 (inactive).